From a dataset of Reaction yield outcomes from USPTO patents with 853,638 reactions. Predict the reaction yield, written as a fraction of the theoretical maximum amount of product (1.0 means a 100% yield; for example, 0.34 means a 34% yield). (1) The reactants are [Cl:1][C:2]1[N:7]=[C:6]([C:8]2[S:12][C:11]([N:13]3[CH2:18][CH2:17][O:16][CH2:15][CH2:14]3)=[N:10][C:9]=2[C:19]2[C:20]([O:32][CH3:33])=[C:21]([NH:25]C(=O)OCC=C)[CH:22]=[CH:23][CH:24]=2)[CH:5]=[CH:4][N:3]=1.C(O)(=O)C.C([SnH](CCCC)CCCC)CCC. The catalyst is C(Cl)Cl.Cl[Pd](Cl)([P](C1C=CC=CC=1)(C1C=CC=CC=1)C1C=CC=CC=1)[P](C1C=CC=CC=1)(C1C=CC=CC=1)C1C=CC=CC=1. The product is [Cl:1][C:2]1[N:7]=[C:6]([C:8]2[S:12][C:11]([N:13]3[CH2:14][CH2:15][O:16][CH2:17][CH2:18]3)=[N:10][C:9]=2[C:19]2[C:20]([O:32][CH3:33])=[C:21]([CH:22]=[CH:23][CH:24]=2)[NH2:25])[CH:5]=[CH:4][N:3]=1. The yield is 0.791. (2) The reactants are [H-].[Na+].[CH2:3]([O:10][C:11]1[CH:19]=[CH:18][C:17]([F:20])=[C:16]2[C:12]=1[C:13]([CH2:21][CH2:22][N:23]([CH3:25])[CH3:24])=[CH:14][NH:15]2)[C:4]1[CH:9]=[CH:8][CH:7]=[CH:6][CH:5]=1.[CH3:26]I. The catalyst is CN(C=O)C. The product is [CH2:3]([O:10][C:11]1[CH:19]=[CH:18][C:17]([F:20])=[C:16]2[C:12]=1[C:13]([CH2:21][CH2:22][N:23]([CH3:24])[CH3:25])=[CH:14][N:15]2[CH3:26])[C:4]1[CH:9]=[CH:8][CH:7]=[CH:6][CH:5]=1. The yield is 0.840. (3) The product is [CH3:1][O:2][C:3]1[CH:4]=[CH:5][C:6]2[O:10][C:9]([CH:11]([NH:18][C:19]3[CH:20]=[CH:21][C:22]([C:61]([N:59]([CH3:60])[CH2:58][CH2:57][C:56]([O:36][CH2:34][CH3:33])=[O:62])=[O:39])=[CH:26][CH:27]=3)[C:12]3[CH:13]=[CH:14][CH:15]=[CH:16][CH:17]=3)=[C:8]([CH3:28])[C:7]=2[CH:29]=1. The yield is 0.940. The reactants are [CH3:1][O:2][C:3]1[CH:4]=[CH:5][C:6]2[O:10][C:9]([CH:11]([NH:18][C:19]3[CH:27]=[CH:26][C:22](C(O)=O)=[CH:21][CH:20]=3)[C:12]3[CH:17]=[CH:16][CH:15]=[CH:14][CH:13]=3)=[C:8]([CH3:28])[C:7]=2[CH:29]=1.CNC[CH2:33][C:34]([O:36]CC)=O.[OH2:39].ON1C2C=CC=CC=2N=N1.Cl.C(N=C=N[CH2:56][CH2:57][CH2:58][N:59]([CH3:61])[CH3:60])C.[OH2:62]. The catalyst is CN(C)C=O.C(N(CC)CC)C. (4) The reactants are [Cl:1][C:2]1[CH:3]=[CH:4][C:5](I)=[C:6]([C:8]2[CH:13]=[C:12]([O:14][CH3:15])[N:11]=[CH:10][N:9]=2)[CH:7]=1.[CH2:17]1COC[CH2:18]1.C([Sn](C#C)(CCCC)CCCC)CCC. The catalyst is CCOC(C)=O.C1C=CC([P]([Pd]([P](C2C=CC=CC=2)(C2C=CC=CC=2)C2C=CC=CC=2)([P](C2C=CC=CC=2)(C2C=CC=CC=2)C2C=CC=CC=2)[P](C2C=CC=CC=2)(C2C=CC=CC=2)C2C=CC=CC=2)(C2C=CC=CC=2)C2C=CC=CC=2)=CC=1. The product is [Cl:1][C:2]1[CH:3]=[CH:4][C:5]([C:17]#[CH:18])=[C:6]([C:8]2[CH:13]=[C:12]([O:14][CH3:15])[N:11]=[CH:10][N:9]=2)[CH:7]=1. The yield is 0.480. (5) The reactants are [F:1][C:2]1[CH:9]=[C:8](Br)[CH:7]=[CH:6][C:3]=1[C:4]#[N:5].[B:11](OC(C)C)([O:16]C(C)C)[O:12]C(C)C.[Li]CCCC.C(Cl)Cl. The catalyst is C1COCC1.C1(C)C=CC=CC=1. The product is [F:1][C:2]1[CH:9]=[C:8]([B:11]([OH:16])[OH:12])[CH:7]=[CH:6][C:3]=1[C:4]#[N:5]. The yield is 0.690.